This data is from CYP2C9 inhibition data for predicting drug metabolism from PubChem BioAssay. The task is: Regression/Classification. Given a drug SMILES string, predict its absorption, distribution, metabolism, or excretion properties. Task type varies by dataset: regression for continuous measurements (e.g., permeability, clearance, half-life) or binary classification for categorical outcomes (e.g., BBB penetration, CYP inhibition). Dataset: cyp2c9_veith. The drug is Cn1cccc1CC(=O)N/N=C\c1cccs1. The result is 0 (non-inhibitor).